Predict the reaction yield, written as a fraction of the theoretical maximum amount of product (1.0 means a 100% yield; for example, 0.34 means a 34% yield). From a dataset of Reaction yield outcomes from USPTO patents with 853,638 reactions. (1) The catalyst is [Ni].O. The reactants are [NH4+].[OH-].S[C:4]1[N:5]=[C:6]([OH:14])[C:7]2[C@H:12]([CH3:13])[CH2:11][CH2:10][C:8]=2[N:9]=1. The product is [CH3:13][C@H:12]1[C:7]2[C:6]([OH:14])=[N:5][CH:4]=[N:9][C:8]=2[CH2:10][CH2:11]1. The yield is 0.990. (2) The reactants are [OH:1][C@H:2]1[CH2:7][CH2:6][CH2:5][C@@H:4]([NH:8][C:9]2[C:14]([C:15]([NH2:17])=[O:16])=[CH:13][N:12]=[C:11](S(C)(=O)=O)[N:10]=2)[CH2:3]1.Cl.Cl.Cl.[F:25][C:26]([F:37])([F:36])[CH2:27][O:28][CH:29]1[CH2:34][CH2:33][CH:32]([NH2:35])[CH2:31][CH2:30]1.CCN(C(C)C)C(C)C. The catalyst is CS(C)=O. The product is [OH:1][C@H:2]1[CH2:7][CH2:6][CH2:5][C@@H:4]([NH:8][C:9]2[C:14]([C:15]([NH2:17])=[O:16])=[CH:13][N:12]=[C:11]([NH:35][CH:32]3[CH2:33][CH2:34][CH:29]([O:28][CH2:27][C:26]([F:25])([F:36])[F:37])[CH2:30][CH2:31]3)[N:10]=2)[CH2:3]1. The yield is 0.224.